Dataset: Forward reaction prediction with 1.9M reactions from USPTO patents (1976-2016). Task: Predict the product of the given reaction. Given the reactants CN(C(ON1N=NC2C=CC=NC1=2)=[N+](C)C)C.F[P-](F)(F)(F)(F)F.[Cl:25][C:26]1[C:27]([F:61])=[C:28]([CH:58]=[CH:59][CH:60]=1)[NH:29][C:30]1[C:39]2[C:34](=[CH:35][C:36]([O:56][CH3:57])=[C:37]([O:40][C@H:41]3[CH2:45][N:44]([C:46]([O:48][C:49]([CH3:52])([CH3:51])[CH3:50])=[O:47])[C@H:43]([C:53]([OH:55])=O)[CH2:42]3)[CH:38]=2)[N:33]=[CH:32][N:31]=1.[NH:62]1[CH2:67][CH2:66][O:65][CH2:64][CH2:63]1.C(N(C(C)C)CC)(C)C, predict the reaction product. The product is: [Cl:25][C:26]1[C:27]([F:61])=[C:28]([CH:58]=[CH:59][CH:60]=1)[NH:29][C:30]1[C:39]2[C:34](=[CH:35][C:36]([O:56][CH3:57])=[C:37]([O:40][C@H:41]3[CH2:45][N:44]([C:46]([O:48][C:49]([CH3:52])([CH3:51])[CH3:50])=[O:47])[C@H:43]([C:53]([N:62]4[CH2:67][CH2:66][O:65][CH2:64][CH2:63]4)=[O:55])[CH2:42]3)[CH:38]=2)[N:33]=[CH:32][N:31]=1.